From a dataset of CYP2C19 inhibition data for predicting drug metabolism from PubChem BioAssay. Regression/Classification. Given a drug SMILES string, predict its absorption, distribution, metabolism, or excretion properties. Task type varies by dataset: regression for continuous measurements (e.g., permeability, clearance, half-life) or binary classification for categorical outcomes (e.g., BBB penetration, CYP inhibition). Dataset: cyp2c19_veith. (1) The drug is O=C(Nc1cccc(F)c1)N1CC2(CCN(C(=O)c3ccco3)CC2)C1. The result is 1 (inhibitor). (2) The molecule is O=C(O)CNc1ccc(C(=O)O)cc1. The result is 0 (non-inhibitor). (3) The molecule is O=c1c(-c2ccccc2)nc2cncnc2n1Cc1ccccc1. The result is 1 (inhibitor). (4) The drug is CC(C)=NOCc1ccc(-c2cn([C@@H]3COC[C@@H]3O)nn2)cc1. The result is 0 (non-inhibitor). (5) The drug is O=[N+]([O-])c1cc(F)c(N2CCOCC2)cc1N1CCCCC1. The result is 1 (inhibitor).